Dataset: NCI-60 drug combinations with 297,098 pairs across 59 cell lines. Task: Regression. Given two drug SMILES strings and cell line genomic features, predict the synergy score measuring deviation from expected non-interaction effect. (1) Drug 1: C1=NC2=C(N=C(N=C2N1C3C(C(C(O3)CO)O)O)F)N. Drug 2: C1=NC2=C(N1)C(=S)N=CN2. Cell line: U251. Synergy scores: CSS=15.1, Synergy_ZIP=0.653, Synergy_Bliss=-0.0617, Synergy_Loewe=-24.6, Synergy_HSA=-0.369. (2) Drug 1: C1CN1C2=NC(=NC(=N2)N3CC3)N4CC4. Drug 2: C1=CC=C(C(=C1)C(C2=CC=C(C=C2)Cl)C(Cl)Cl)Cl. Cell line: EKVX. Synergy scores: CSS=10.8, Synergy_ZIP=-1.35, Synergy_Bliss=1.87, Synergy_Loewe=-4.28, Synergy_HSA=0.804. (3) Drug 1: CC1OCC2C(O1)C(C(C(O2)OC3C4COC(=O)C4C(C5=CC6=C(C=C35)OCO6)C7=CC(=C(C(=C7)OC)O)OC)O)O. Drug 2: CCC1=C2CN3C(=CC4=C(C3=O)COC(=O)C4(CC)O)C2=NC5=C1C=C(C=C5)O. Cell line: UACC-257. Synergy scores: CSS=28.3, Synergy_ZIP=-4.75, Synergy_Bliss=4.27, Synergy_Loewe=-8.75, Synergy_HSA=4.90. (4) Drug 1: CS(=O)(=O)C1=CC(=C(C=C1)C(=O)NC2=CC(=C(C=C2)Cl)C3=CC=CC=N3)Cl. Drug 2: C1=CC(=C2C(=C1NCCNCCO)C(=O)C3=C(C=CC(=C3C2=O)O)O)NCCNCCO. Cell line: M14. Synergy scores: CSS=40.3, Synergy_ZIP=14.0, Synergy_Bliss=13.0, Synergy_Loewe=-30.0, Synergy_HSA=10.2. (5) Drug 1: CS(=O)(=O)C1=CC(=C(C=C1)C(=O)NC2=CC(=C(C=C2)Cl)C3=CC=CC=N3)Cl. Drug 2: C1=NC2=C(N1)C(=S)N=C(N2)N. Cell line: CAKI-1. Synergy scores: CSS=44.1, Synergy_ZIP=-1.50, Synergy_Bliss=-2.08, Synergy_Loewe=-30.6, Synergy_HSA=-0.927. (6) Drug 1: CC(CN1CC(=O)NC(=O)C1)N2CC(=O)NC(=O)C2. Drug 2: CC=C1C(=O)NC(C(=O)OC2CC(=O)NC(C(=O)NC(CSSCCC=C2)C(=O)N1)C(C)C)C(C)C. Cell line: EKVX. Synergy scores: CSS=60.4, Synergy_ZIP=19.0, Synergy_Bliss=19.0, Synergy_Loewe=-8.63, Synergy_HSA=22.1. (7) Cell line: A498. Synergy scores: CSS=19.0, Synergy_ZIP=-6.97, Synergy_Bliss=-1.32, Synergy_Loewe=-13.6, Synergy_HSA=-0.255. Drug 1: CCC1=CC2CC(C3=C(CN(C2)C1)C4=CC=CC=C4N3)(C5=C(C=C6C(=C5)C78CCN9C7C(C=CC9)(C(C(C8N6C)(C(=O)OC)O)OC(=O)C)CC)OC)C(=O)OC.C(C(C(=O)O)O)(C(=O)O)O. Drug 2: C(=O)(N)NO.